Dataset: Experimentally validated miRNA-target interactions with 360,000+ pairs, plus equal number of negative samples. Task: Binary Classification. Given a miRNA mature sequence and a target amino acid sequence, predict their likelihood of interaction. (1) The miRNA is mmu-miR-21a-5p with sequence UAGCUUAUCAGACUGAUGUUGA. The protein sequence of the target gene is MLTRKPSAAAPAAYPTGRGGDTAVRQLQASPGIGAGAPRSGVGTGPPSPIALPPLRASNATTTAHTIGGSKHTMNDHLHLNSHGQIQVQQLFEDNSNKRTVLTTQPNGLTTVGKTGLPGVPERQLESIHRRQGSSTSLKSMEGMGKVKASPMTPEQAMKQYMQKLTAFEHHEIFSYPEIYFLGPNAKKRQGMTGGPNNGGYDDDQGSYVQVPHDHVAYRYEVLKVIGKGSFGQVVKAYDHKVHQHVALKMVRNEKRFHRQAAEEIRILEHLRKQDKDNTMNVIHMLENFTFRNHICMTFE.... Result: 0 (no interaction). (2) The miRNA is hsa-miR-122-5p with sequence UGGAGUGUGACAAUGGUGUUUG. The protein sequence of the target gene is MARFPKADLAAAGVMLLCHFFTDQFQFADGKPGDQILDWQYGVTQAFPHTEEEVEVDSHAYSHRWKRNLDFLKAVDTNRASVGQDSPEPRSFTDLLLDDGQDNNTQIEEDTDHNYYISRIYGPSDSASRDLWVNIDQMEKDKVKIHGILSNTHRQAARVNLSFDFPFYGHFLREITVATGGFIYTGEVVHRMLTATQYIAPLMANFDPSVSRNSTVRYFDNGTALVVQWDHVHLQDNYNLGSFTFQATLLMDGRIIFGYKEIPVLVTQISSTNHPVKVGLSDAFVVVHRIQQIPNVRRRT.... Result: 1 (interaction). (3) The miRNA is hsa-miR-3121-3p with sequence UAAAUAGAGUAGGCAAAGGACA. The protein sequence of the target gene is MQKHYTVAWFLYSAPGVDPSPPCRSLGWKRKREWSDESEEEPEKELAPEPEETWVVETLCGLKMKLKQQRVSPILLEHHKDFNSQLAPGVDPSPPHRSFCWKRKMEWWDKSEESEEEPRKVLAPEPEEIWVAEMLCGLKMKLKRRRVSLVLPEHHEAFNRLLEDPVIKRFLAWDKDLRVSDKYLLAMVIAYFSRAGFPSWQYQRLHFFLALYLANDMEEDDEDSKQNIFHFLYGKNRSRIPLLRKRRFQLYRSMNPRARKNRSHIPLVRKRRFQLRRCMNPRARKNRSQIVLFQKRRFHF.... Result: 0 (no interaction). (4) The miRNA is hsa-miR-519e-5p with sequence UUCUCCAAAAGGGAGCACUUUC. The protein sequence of the target gene is MNPTNPFSGQQPSAFSASSSNVGTLPSKPPFRFGQPSLFGQNSTLSGKSSGFSQVSSFPASSGVSHSSSVQTLGFTQTSSVGPFSGLEHTSTFVATSGPSSSSVLGNTGFSFKSPTSVGAFPSTSAFGQEAGEIVNSGFGKTEFSFKPLENAVFKPILGAESEPEKTQSQIASGFFTFSHPISSAPGGLAPFSFPQVTSSSATTSNFTFSKPVSSNNSLSAFTPALSNQNVEEEKRGPKSIFGSSNNSFSSFPVSSAVLGEPFQASKAGVRQGCEEAVSQVEPLPSLMKGLKRKEDQDRS.... Result: 0 (no interaction).